Task: Predict the product of the given reaction.. Dataset: Forward reaction prediction with 1.9M reactions from USPTO patents (1976-2016) (1) Given the reactants [F:1][C:2]([F:33])([F:32])[C:3]([OH:31])([C:22]1[CH:27]=[C:26]([Cl:28])[C:25]([Cl:29])=[C:24]([Cl:30])[CH:23]=1)[CH2:4][NH:5][C:6]1[CH:17]=[CH:16][C:9]([CH2:10][NH:11][C:12](=[O:15])[CH2:13][CH3:14])=[C:8]([C:18]([F:21])([F:20])[F:19])[CH:7]=1.[CH2:34]=O, predict the reaction product. The product is: [Cl:30][C:24]1[CH:23]=[C:22]([C:3]2([C:2]([F:32])([F:1])[F:33])[O:31][CH2:34][N:5]([C:6]3[CH:17]=[CH:16][C:9]([CH2:10][NH:11][C:12](=[O:15])[CH2:13][CH3:14])=[C:8]([C:18]([F:19])([F:20])[F:21])[CH:7]=3)[CH2:4]2)[CH:27]=[C:26]([Cl:28])[C:25]=1[Cl:29]. (2) Given the reactants I[C:2]1[C:10]2[C:5](=[CH:6][CH:7]=[CH:8][CH:9]=2)[N:4](C(OC(C)(C)C)=O)[N:3]=1.[CH3:18][O:19][C:20]1[CH:21]=[C:22](B(O)O)[CH:23]=[CH:24][CH:25]=1.C(=O)([O-])[O-].[Na+].[Na+], predict the reaction product. The product is: [CH3:18][O:19][C:20]1[CH:25]=[C:24]([C:2]2[C:10]3[C:5](=[CH:6][CH:7]=[CH:8][CH:9]=3)[NH:4][N:3]=2)[CH:23]=[CH:22][CH:21]=1. (3) Given the reactants [CH3:1][C:2]1([C:7]2[N:8]=[C:9]([CH2:12][N:13]3[N:17]=[C:16]([NH2:18])[CH:15]=[N:14]3)[S:10][CH:11]=2)[O:6]CCO1.[Cl:19][C:20]1[CH:21]=[C:22]([C:26]2[O:30][C:29]([CH3:31])=[N:28][C:27]=2[C:32](O)=[O:33])[CH:23]=[CH:24][CH:25]=1, predict the reaction product. The product is: [C:2]([C:7]1[N:8]=[C:9]([CH2:12][N:13]2[N:17]=[C:16]([NH:18][C:32]([C:27]3[N:28]=[C:29]([CH3:31])[O:30][C:26]=3[C:22]3[CH:23]=[CH:24][CH:25]=[C:20]([Cl:19])[CH:21]=3)=[O:33])[CH:15]=[N:14]2)[S:10][CH:11]=1)(=[O:6])[CH3:1]. (4) Given the reactants C(O[C:4]([C:6]1[S:7][C:8](Br)=[C:9]2[CH2:14][C:13]([CH3:16])([CH3:15])[CH2:12][CH2:11][C:10]=12)=[O:5])C.[CH3:18][O-:19].[Na+].[CH3:21][Li], predict the reaction product. The product is: [CH3:18][O:19][C:8]1[S:7][C:6]([C:4](=[O:5])[CH3:21])=[C:10]2[CH2:11][CH2:12][C:13]([CH3:15])([CH3:16])[CH2:14][C:9]=12. (5) The product is: [CH2:18]([C:22]1[N:23]([CH2:31][C:32]2[CH:33]=[CH:34][C:35]([C:38]3[CH:43]=[CH:42][CH:41]=[CH:40][C:39]=3[C:44]3[N:48]([C:49]([C:50]4[CH:55]=[CH:54][CH:53]=[CH:52][CH:51]=4)([C:62]4[CH:63]=[CH:64][CH:65]=[CH:66][CH:67]=4)[C:56]4[CH:57]=[CH:58][CH:59]=[CH:60][CH:61]=4)[N:47]=[N:46][N:45]=3)=[CH:36][CH:37]=2)[C:24]([C:28]([O:30][CH:14]([O:13][C:1]([O:2][CH2:3][CH2:4][CH2:5][CH2:6][C@H:7]([O:9][N+:10]([O-:12])=[O:11])[CH3:8])=[O:17])[CH3:15])=[O:29])=[C:25]([Cl:27])[N:26]=1)[CH2:19][CH2:20][CH3:21]. Given the reactants [C:1](=[O:17])([O:13][CH:14](Cl)[CH3:15])[O:2][CH2:3][CH2:4][CH2:5][CH2:6][C@H:7]([O:9][N+:10]([O-:12])=[O:11])[CH3:8].[CH2:18]([C:22]1[N:23]([CH2:31][C:32]2[CH:37]=[CH:36][C:35]([C:38]3[CH:43]=[CH:42][CH:41]=[CH:40][C:39]=3[C:44]3[N:48]([C:49]([C:62]4[CH:67]=[CH:66][CH:65]=[CH:64][CH:63]=4)([C:56]4[CH:61]=[CH:60][CH:59]=[CH:58][CH:57]=4)[C:50]4[CH:55]=[CH:54][CH:53]=[CH:52][CH:51]=4)[N:47]=[N:46][N:45]=3)=[CH:34][CH:33]=2)[C:24]([C:28]([OH:30])=[O:29])=[C:25]([Cl:27])[N:26]=1)[CH2:19][CH2:20][CH3:21].C([O-])([O-])=O.[Cs+].[Cs+], predict the reaction product. (6) Given the reactants [NH:1]1[CH:5]=[C:4]([CH:6]=O)[N:3]=[CH:2]1.[CH2:8]([NH:15][CH2:16][CH2:17][OH:18])[C:9]1[CH:14]=[CH:13][CH:12]=[CH:11][CH:10]=1.C(O[BH-](OC(=O)C)OC(=O)C)(=O)C.[Na+], predict the reaction product. The product is: [NH:1]1[CH:5]=[C:4]([CH2:6][N:15]([CH2:8][C:9]2[CH:14]=[CH:13][CH:12]=[CH:11][CH:10]=2)[CH2:16][CH2:17][OH:18])[N:3]=[CH:2]1. (7) Given the reactants Br[C:2]1[CH:3]=[CH:4][C:5]2[N:11]3[CH:12]=[N:13][C:14]([C:15]([O:17][CH2:18][CH3:19])=[O:16])=[C:10]3[CH2:9][N:8]=[C:7]([C:20]3[CH:25]=[CH:24][CH:23]=[CH:22][CH:21]=3)[C:6]=2[CH:26]=1.CC#N.[CH3:30][C:31]([CH3:35])([CH3:34])[C:32]#[CH:33], predict the reaction product. The product is: [CH2:18]([O:17][C:15]([C:14]1[N:13]=[CH:12][N:11]2[C:5]3[CH:4]=[CH:3][C:2]([C:33]#[C:32][C:31]([CH3:35])([CH3:34])[CH3:30])=[CH:26][C:6]=3[C:7]([C:20]3[CH:25]=[CH:24][CH:23]=[CH:22][CH:21]=3)=[N:8][CH2:9][C:10]=12)=[O:16])[CH3:19]. (8) Given the reactants [NH2:1][C:2]1[CH:7]=[CH:6][C:5]([O:8][C:9]2[CH:16]=[CH:15][C:12]([CH:13]=[O:14])=[CH:11][C:10]=2[Cl:17])=[CH:4][C:3]=1[N+:18]([O-:20])=[O:19].[CH2:21](O)[CH2:22][OH:23].C1(C)C=CC(S(O)(=O)=O)=CC=1, predict the reaction product. The product is: [Cl:17][C:10]1[CH:11]=[C:12]([CH:13]2[O:23][CH2:22][CH2:21][O:14]2)[CH:15]=[CH:16][C:9]=1[O:8][C:5]1[CH:6]=[CH:7][C:2]([NH2:1])=[C:3]([N+:18]([O-:20])=[O:19])[CH:4]=1.